Task: Predict the product of the given reaction.. Dataset: Forward reaction prediction with 1.9M reactions from USPTO patents (1976-2016) (1) Given the reactants [N:1]1[CH:2]=[CH:3][N:4]2[CH:9]=[C:8]([C:10]([OH:12])=O)[CH:7]=[N:6][C:5]=12.[F:13][C:14]([F:34])([F:33])[O:15][C:16]1[CH:17]=[C:18]([S:22]([C:25]2[CH:30]=[CH:29][C:28]([CH2:31][NH2:32])=[CH:27][CH:26]=2)(=[O:24])=[O:23])[CH:19]=[CH:20][CH:21]=1.F[P-](F)(F)(F)(F)F.N1(O[P+](N(C)C)(N(C)C)N(C)C)C2C=CC=CC=2N=N1.CCN(C(C)C)C(C)C, predict the reaction product. The product is: [F:34][C:14]([F:13])([F:33])[O:15][C:16]1[CH:17]=[C:18]([S:22]([C:25]2[CH:30]=[CH:29][C:28]([CH2:31][NH:32][C:10]([C:8]3[CH:7]=[N:6][C:5]4[N:4]([CH:3]=[CH:2][N:1]=4)[CH:9]=3)=[O:12])=[CH:27][CH:26]=2)(=[O:24])=[O:23])[CH:19]=[CH:20][CH:21]=1. (2) Given the reactants [CH3:1][O:2][C:3]1[CH:4]=[C:5]2[C:10](=[CH:11][C:12]=1[O:13][CH3:14])[N:9]=[CH:8][CH:7]=[C:6]2[O:15][C:16]1[CH:22]=[CH:21][C:19]([NH2:20])=[C:18]([CH3:23])[C:17]=1[CH3:24].C1(C)C=CC=CC=1.C(N(CC)CC)C.Cl[C:40](Cl)([O:42]C(=O)OC(Cl)(Cl)Cl)Cl.[F:51][C:52]1[CH:60]=[CH:59][CH:58]=[CH:57][C:53]=1[CH:54]([OH:56])[CH3:55], predict the reaction product. The product is: [CH3:1][O:2][C:3]1[CH:4]=[C:5]2[C:10](=[CH:11][C:12]=1[O:13][CH3:14])[N:9]=[CH:8][CH:7]=[C:6]2[O:15][C:16]1[CH:22]=[CH:21][C:19]([NH:20][C:40](=[O:42])[O:56][CH:54]([C:53]2[CH:57]=[CH:58][CH:59]=[CH:60][C:52]=2[F:51])[CH3:55])=[C:18]([CH3:23])[C:17]=1[CH3:24]. (3) Given the reactants [CH:1]1([CH2:6][CH:7]([N:11]2[C:19]3[C:14](=[CH:15][CH:16]=[CH:17][CH:18]=3)[C:13](=[O:20])[C:12]2=[O:21])[C:8](O)=[O:9])[CH2:5][CH2:4][CH2:3][CH2:2]1.[N:22]1C=CC=C[C:23]=1[NH2:28].C([N:32]([CH2:36][CH3:37])[CH:33](C)C)(C)C.F[P-](F)(F)(F)(F)F.N1(O[P+](N(C)C)(N(C)C)N(C)C)C2C=CC=CC=2N=N1, predict the reaction product. The product is: [CH:1]1([CH2:6][CH:7]([N:11]2[C:19]3[C:14](=[CH:15][CH:16]=[CH:17][CH:18]=3)[C:13](=[O:20])[C:12]2=[O:21])[C:8]([NH:28][C:23]2[CH:37]=[CH:36][N:32]([CH3:33])[N:22]=2)=[O:9])[CH2:2][CH2:3][CH2:4][CH2:5]1. (4) The product is: [Cl:1][C:2]1[CH:7]=[C:6]([Cl:8])[C:5]([CH3:9])=[CH:4][C:3]=1[C:10]1([C:11]#[N:12])[CH2:15][CH2:14]1. Given the reactants [Cl:1][C:2]1[CH:7]=[C:6]([Cl:8])[C:5]([CH3:9])=[CH:4][C:3]=1[CH2:10][C:11]#[N:12].Br[CH2:14][CH2:15]Br.[OH-].[Na+], predict the reaction product. (5) Given the reactants [Br:1][C:2]1[CH:3]=[C:4]2[C:8](=[CH:9][CH:10]=1)[CH2:7][NH:6][CH2:5]2.C(N(CC)CC)C.[C:18](O[C:18]([O:20][C:21]([CH3:24])([CH3:23])[CH3:22])=[O:19])([O:20][C:21]([CH3:24])([CH3:23])[CH3:22])=[O:19], predict the reaction product. The product is: [Br:1][C:2]1[CH:3]=[C:4]2[C:8](=[CH:9][CH:10]=1)[CH2:7][N:6]([C:18]([O:20][C:21]([CH3:24])([CH3:23])[CH3:22])=[O:19])[CH2:5]2. (6) Given the reactants [Cl:1][C:2]1[CH:3]=[CH:4][C:5]2[N:11]([CH2:12][C:13]3[CH:18]=[CH:17][C:16]([O:19][CH3:20])=[CH:15][C:14]=3[O:21][CH3:22])[C:10](=[O:23])[CH:9]([CH2:24][C:25]([O:27]C)=[O:26])[CH2:8][CH:7]([C:29]3[CH:34]=[CH:33][CH:32]=[C:31]([O:35][CH3:36])[C:30]=3[O:37][CH3:38])[C:6]=2[CH:39]=1.[OH-].[Li+].Cl, predict the reaction product. The product is: [Cl:1][C:2]1[CH:3]=[CH:4][C:5]2[N:11]([CH2:12][C:13]3[CH:18]=[CH:17][C:16]([O:19][CH3:20])=[CH:15][C:14]=3[O:21][CH3:22])[C:10](=[O:23])[CH:9]([CH2:24][C:25]([OH:27])=[O:26])[CH2:8][CH:7]([C:29]3[CH:34]=[CH:33][CH:32]=[C:31]([O:35][CH3:36])[C:30]=3[O:37][CH3:38])[C:6]=2[CH:39]=1. (7) Given the reactants FC(F)(F)C([NH:5][C@H:6]1[CH2:11][CH2:10][C@@:9]([C@H:13]2[CH2:21][CH2:20][C@@:19]3([CH3:22])[C@@H:15]([CH2:16][CH2:17][C:18]3=[CH2:23])[C@@H:14]2[CH2:24][OH:25])([CH3:12])[C@@H:8]([CH2:26][OH:27])[CH2:7]1)=O.C(=O)([O-])[O-].[K+].[K+], predict the reaction product. The product is: [NH2:5][C@@H:6]1[CH2:7][C@H:8]([CH2:26][OH:27])[C@:9]([C@H:13]2[CH2:21][CH2:20][C@@:19]3([CH3:22])[C@@H:15]([CH2:16][CH2:17][C:18]3=[CH2:23])[C@@H:14]2[CH2:24][OH:25])([CH3:12])[CH2:10][CH2:11]1.